Predict the reactants needed to synthesize the given product. From a dataset of Full USPTO retrosynthesis dataset with 1.9M reactions from patents (1976-2016). (1) The reactants are: [CH2:1]([O:8][C:9](=[O:31])[C@H:10]([CH2:16][CH2:17][CH2:18][CH2:19][NH:20][C:21]([O:23][CH2:24][C:25]1[CH:30]=[CH:29][CH:28]=[CH:27][CH:26]=1)=[O:22])[NH:11][CH2:12][CH:13]([CH3:15])[CH3:14])[C:2]1[CH:7]=[CH:6][CH:5]=[CH:4][CH:3]=1.[CH3:32][C:33]1[CH:38]=[C:37]([CH3:39])[CH:36]=[C:35]([CH3:40])[C:34]=1[S:41](Cl)(=[O:43])=[O:42]. Given the product [CH2:1]([O:8][C:9](=[O:31])[C@H:10]([CH2:16][CH2:17][CH2:18][CH2:19][NH:20][C:21]([O:23][CH2:24][C:25]1[CH:26]=[CH:27][CH:28]=[CH:29][CH:30]=1)=[O:22])[N:11]([CH2:12][CH:13]([CH3:15])[CH3:14])[S:41]([C:34]1[C:35]([CH3:40])=[CH:36][C:37]([CH3:39])=[CH:38][C:33]=1[CH3:32])(=[O:43])=[O:42])[C:2]1[CH:3]=[CH:4][CH:5]=[CH:6][CH:7]=1, predict the reactants needed to synthesize it. (2) Given the product [Br:21][C:18]1[CH:19]=[CH:20][C:15]([O:25][CH2:24][CH2:23][CH2:22][CH:2]2[CH2:3][CH2:4][CH2:5][CH2:6][O:1]2)=[N:16][CH:17]=1, predict the reactants needed to synthesize it. The reactants are: [O:1]1[CH2:6][CH2:5][CH2:4][CH2:3][CH:2]1OCCCO.[H-].[Na+].Br[C:15]1[CH:20]=[CH:19][C:18]([Br:21])=[CH:17][N:16]=1.[C:22](O)(=O)[CH2:23][C:24](CC(O)=O)(C(O)=O)[OH:25].